Dataset: Full USPTO retrosynthesis dataset with 1.9M reactions from patents (1976-2016). Task: Predict the reactants needed to synthesize the given product. (1) Given the product [Cl:1][C:2]1[N:7]=[C:6]([C:8]([NH:12][C:13]2[C:14]([CH3:24])=[CH:15][C:16]([C:17]([O:19][CH3:20])=[O:18])=[CH:21][C:22]=2[CH3:23])=[O:10])[C:5]([CH3:11])=[CH:4][CH:3]=1, predict the reactants needed to synthesize it. The reactants are: [Cl:1][C:2]1[N:7]=[C:6]([C:8]([OH:10])=O)[C:5]([CH3:11])=[CH:4][CH:3]=1.[NH2:12][C:13]1[C:22]([CH3:23])=[CH:21][C:16]([C:17]([O:19][CH3:20])=[O:18])=[CH:15][C:14]=1[CH3:24].C(N(CC)CC)C.CCCP1(OP(CCC)(=O)OP(CCC)(=O)O1)=O. (2) Given the product [CH3:9][C:8]([CH:7]1[CH2:6][NH:5][C:3](=[O:4])[CH2:2][O:24]1)([S:10]([C:13]1[CH:18]=[CH:17][CH:16]=[C:15]([C:19]([F:22])([F:21])[F:20])[CH:14]=1)(=[O:12])=[O:11])[CH3:23], predict the reactants needed to synthesize it. The reactants are: Br[CH2:2][C:3]([NH:5][CH2:6][CH:7]([OH:24])[C:8]([CH3:23])([S:10]([C:13]1[CH:18]=[CH:17][CH:16]=[C:15]([C:19]([F:22])([F:21])[F:20])[CH:14]=1)(=[O:12])=[O:11])[CH3:9])=[O:4].CC([O-])(C)C.[Na+].CN(C=O)C. (3) Given the product [CH3:9][O:8][CH2:7][C:5]1[NH:6][C:2]([C:24]2[C:25]([CH3:27])=[CH:26][C:17]([CH3:16])=[C:18]([CH:23]=2)[C:19]([O:21][CH3:22])=[O:20])=[CH:3][N:4]=1, predict the reactants needed to synthesize it. The reactants are: I[C:2]1[NH:6][C:5]([CH2:7][O:8][CH3:9])=[N:4][CH:3]=1.C(=O)([O-])[O-].[K+].[K+].[CH3:16][C:17]1[CH:26]=[C:25]([CH3:27])[C:24](B2OC(C)(C)C(C)(C)O2)=[CH:23][C:18]=1[C:19]([O:21][CH3:22])=[O:20].